From a dataset of Reaction yield outcomes from USPTO patents with 853,638 reactions. Predict the reaction yield, written as a fraction of the theoretical maximum amount of product (1.0 means a 100% yield; for example, 0.34 means a 34% yield). The reactants are [CH3:1][CH:2]([CH3:14])[CH:3](O)[CH2:4][CH2:5][NH:6][C:7]1[CH:12]=[CH:11][CH:10]=[CH:9][CH:8]=1.[OH-].[Na+]. The catalyst is OS(O)(=O)=O. The product is [CH3:1][C:2]1([CH3:14])[CH2:3][CH2:4][CH2:5][NH:6][C:7]2[CH:12]=[CH:11][CH:10]=[CH:9][C:8]1=2. The yield is 0.0800.